From a dataset of Full USPTO retrosynthesis dataset with 1.9M reactions from patents (1976-2016). Predict the reactants needed to synthesize the given product. The reactants are: C(O[C:4]([C:6]1[CH:7]=[N:8][C:9]2[C:14]([C:15]=1[NH:16][CH:17]1[CH2:21][CH2:20][CH2:19][CH2:18]1)=[CH:13][CH:12]=[CH:11][C:10]=2[O:22][CH3:23])=[O:5])C.[N:24]([C:27]1[CH:36]=[CH:35][C:30]2[O:31][CH2:32][CH2:33][O:34][C:29]=2[CH:28]=1)=[C:25]=[O:26]. Given the product [CH:17]1([N:16]2[C:15]3[C:14]4[CH:13]=[CH:12][CH:11]=[C:10]([O:22][CH3:23])[C:9]=4[N:8]=[CH:7][C:6]=3[C:4](=[O:5])[N:24]([C:27]3[CH:36]=[CH:35][C:30]4[O:31][CH2:32][CH2:33][O:34][C:29]=4[CH:28]=3)[C:25]2=[O:26])[CH2:21][CH2:20][CH2:19][CH2:18]1, predict the reactants needed to synthesize it.